The task is: Predict which catalyst facilitates the given reaction.. This data is from Catalyst prediction with 721,799 reactions and 888 catalyst types from USPTO. (1) Reactant: [Cl:1][C:2]1[CH:38]=[C:37]([Cl:39])[CH:36]=[CH:35][C:3]=1[CH2:4][NH:5][C:6]([C:8]1[C:17](=[O:18])[C:16]2[C:11](=[C:12]([O:28][CH3:29])[C:13]([N:20]3[CH2:25][CH:24]([CH3:26])[NH:23][CH:22]([CH3:27])[CH2:21]3)=[C:14]([F:19])[CH:15]=2)[N:10]([CH2:30][C:31]([F:34])([F:33])[F:32])[CH:9]=1)=[O:7]. Product: [ClH:1].[Cl:1][C:2]1[CH:38]=[C:37]([Cl:39])[CH:36]=[CH:35][C:3]=1[CH2:4][NH:5][C:6]([C:8]1[C:17](=[O:18])[C:16]2[C:11](=[C:12]([O:28][CH3:29])[C:13]([N:20]3[CH2:21][CH:22]([CH3:27])[NH:23][CH:24]([CH3:26])[CH2:25]3)=[C:14]([F:19])[CH:15]=2)[N:10]([CH2:30][C:31]([F:33])([F:34])[F:32])[CH:9]=1)=[O:7]. The catalyst class is: 89. (2) Reactant: [NH2:1][C:2]1[CH:3]=[CH:4][C:5]([O:24][CH2:25][CH2:26][CH3:27])=[C:6]([C:8]2[NH:13][C:12](=[O:14])[C:11]3=[C:15]([CH3:23])[N:16]=[C:17]([CH:18]4[CH2:22][CH2:21][CH2:20][CH2:19]4)[N:10]3[N:9]=2)[CH:7]=1.[N:28]1[C:37]2[C:32](=[CH:33][CH:34]=[CH:35][C:36]=2[S:38](Cl)(=[O:40])=[O:39])[CH:31]=[CH:30][CH:29]=1.N1C=CC=CC=1. Product: [N:28]1[C:37]2[C:32](=[CH:33][CH:34]=[CH:35][C:36]=2[S:38]([NH:1][C:2]2[CH:3]=[CH:4][C:5]([O:24][CH2:25][CH2:26][CH3:27])=[C:6]([C:8]3[NH:13][C:12](=[O:14])[C:11]4=[C:15]([CH3:23])[N:16]=[C:17]([CH:18]5[CH2:22][CH2:21][CH2:20][CH2:19]5)[N:10]4[N:9]=3)[CH:7]=2)(=[O:40])=[O:39])[CH:31]=[CH:30][CH:29]=1. The catalyst class is: 7. (3) Reactant: [F:1][C:2]1[CH:7]=[CH:6][CH:5]=[C:4]([F:8])[C:3]=1[N:9]=[C:10]=[O:11].Cl.[F:13][C:14]1[N:38]=[CH:37][C:17]2[N:18]=[CH:19][N:20]=[C:21]([NH:22][C:23]3[CH:28]=[CH:27][C:26]([O:29][CH:30]4[CH2:35][CH2:34][NH:33][CH2:32][CH2:31]4)=[C:25]([CH3:36])[CH:24]=3)[C:16]=2[CH:15]=1.CCN(CC)CC. Product: [F:1][C:2]1[CH:7]=[CH:6][CH:5]=[C:4]([F:8])[C:3]=1[NH:9][C:10]([N:33]1[CH2:32][CH2:31][CH:30]([O:29][C:26]2[CH:27]=[CH:28][C:23]([NH:22][C:21]3[C:16]4[CH:15]=[C:14]([F:13])[N:38]=[CH:37][C:17]=4[N:18]=[CH:19][N:20]=3)=[CH:24][C:25]=2[CH3:36])[CH2:35][CH2:34]1)=[O:11]. The catalyst class is: 2. (4) Reactant: [F:1][C:2]1[CH:27]=[CH:26][C:5]([C:6]([NH:8][C:9]2[S:13][C:12]([NH:14][C:15]3[CH:20]=[CH:19][C:18]([O:21][CH3:22])=[CH:17][CH:16]=3)=[N:11][C:10]=2[C:23]([NH2:25])=[O:24])=[O:7])=[CH:4][C:3]=1[N+:28]([O-])=O.[NH4+].[Cl-]. Product: [NH2:28][C:3]1[CH:4]=[C:5]([CH:26]=[CH:27][C:2]=1[F:1])[C:6]([NH:8][C:9]1[S:13][C:12]([NH:14][C:15]2[CH:16]=[CH:17][C:18]([O:21][CH3:22])=[CH:19][CH:20]=2)=[N:11][C:10]=1[C:23]([NH2:25])=[O:24])=[O:7]. The catalyst class is: 190. (5) Reactant: [CH3:1][C:2]1[N:3]([C:8]2[CH:17]=[C:11]3[CH:12]([CH3:16])[NH:13][CH2:14][CH2:15][N:10]3[N:9]=2)[C:4]([CH3:7])=[CH:5][CH:6]=1.C=O.[BH3-][C:21]#N.[Na+].CC(O)=O. Product: [CH3:7][C:4]1[N:3]([C:8]2[CH:17]=[C:11]3[CH:12]([CH3:16])[N:13]([CH3:21])[CH2:14][CH2:15][N:10]3[N:9]=2)[C:2]([CH3:1])=[CH:6][CH:5]=1. The catalyst class is: 5. (6) Reactant: [Br:1][C:2]1[C:3](Cl)=[N:4][CH:5]=[CH:6][CH:7]=1.[NH:9]1[CH2:14][CH2:13][NH:12][CH2:11][CH2:10]1.Cl.Cl.N1CCNCC1. Product: [Br:1][C:2]1[C:3]([N:9]2[CH2:14][CH2:13][NH:12][CH2:11][CH2:10]2)=[N:4][CH:5]=[CH:6][CH:7]=1. The catalyst class is: 6. (7) Reactant: [Cl:1][C:2]1[C:7]([C:8]([OH:10])=[O:9])=[C:6](Cl)[N:5]=[C:4]([S:12][CH3:13])[N:3]=1.CN(C)[C:16](=[O:18])C.O1CCCC1.[H-].[Na+]. Product: [Cl:1][C:2]1[C:7]([C:8]([OH:10])=[O:9])=[C:6]([O:18][CH3:16])[N:5]=[C:4]([S:12][CH3:13])[N:3]=1. The catalyst class is: 5. (8) Reactant: C(=O)([O-])[O-].[Cs+].[Cs+].[NH2:7][C:8]1[CH:13]=[CH:12][C:11]([OH:14])=[CH:10][C:9]=1[N+:15]([O-:17])=[O:16].S(O[CH2:29][CH:30]1[CH2:35][CH2:34][N:33]([C:36]([O:38][C:39]([CH3:42])([CH3:41])[CH3:40])=[O:37])[CH2:32][CH2:31]1)(C1C=CC(C)=CC=1)(=O)=O. Product: [NH2:7][C:8]1[CH:13]=[CH:12][C:11]([O:14][CH2:29][CH:30]2[CH2:35][CH2:34][N:33]([C:36]([O:38][C:39]([CH3:40])([CH3:42])[CH3:41])=[O:37])[CH2:32][CH2:31]2)=[CH:10][C:9]=1[N+:15]([O-:17])=[O:16]. The catalyst class is: 44. (9) Reactant: Cl.[Cl:2][C:3]1[C:11]([O:12][CH2:13][CH2:14][CH2:15][NH2:16])=[CH:10][C:9]([I:17])=[C:8]2[C:4]=1[CH2:5][NH:6][C:7]2=[O:18].C(N(CC)CC)C.[C:26](O)(=[O:28])[CH3:27]. Product: [Cl:2][C:3]1[C:11]([O:12][CH2:13][CH2:14][CH2:15][NH:16][C:26](=[O:28])[CH3:27])=[CH:10][C:9]([I:17])=[C:8]2[C:4]=1[CH2:5][NH:6][C:7]2=[O:18]. The catalyst class is: 4. (10) Reactant: [C:1]([O:4][C@@H:5]([C@H:8]([C@@H:13]([C@@H:18]([CH2:23][O:24][C:25](=[O:27])[CH3:26])[O:19][C:20](=[O:22])[CH3:21])[O:14][C:15](=[O:17])[CH3:16])[O:9][C:10](=O)C)C=O)(=[O:3])[CH3:2].[CH3:28][C:29]1[CH:34]=[CH:33][C:32]([SH:35])=[CH:31][CH:30]=1.B(F)(F)F.CCOCC. Product: [C:25]([O:24][C@H:23]1[C@@H:18]([O:19][C:20](=[O:22])[CH3:21])[C@H:13]([O:14][C:15](=[O:17])[CH3:16])[C@@H:8]([CH2:5][O:4][C:1](=[O:3])[CH3:2])[O:9][C@@H:10]1[S:35][C:32]1[CH:33]=[CH:34][C:29]([CH3:28])=[CH:30][CH:31]=1)(=[O:27])[CH3:26]. The catalyst class is: 2.